This data is from Merck oncology drug combination screen with 23,052 pairs across 39 cell lines. The task is: Regression. Given two drug SMILES strings and cell line genomic features, predict the synergy score measuring deviation from expected non-interaction effect. (1) Drug 1: O=C(O)C1(Cc2cccc(Nc3nccs3)n2)CCC(Oc2cccc(Cl)c2F)CC1. Drug 2: COC1=C2CC(C)CC(OC)C(O)C(C)C=C(C)C(OC(N)=O)C(OC)C=CC=C(C)C(=O)NC(=CC1=O)C2=O. Cell line: SKMES1. Synergy scores: synergy=0.811. (2) Drug 1: CN1C(=O)C=CC2(C)C3CCC4(C)C(NC(=O)OCC(F)(F)F)CCC4C3CCC12. Drug 2: NC1CCCCC1N.O=C(O)C(=O)O.[Pt+2]. Cell line: T47D. Synergy scores: synergy=8.93. (3) Drug 1: CN1C(=O)C=CC2(C)C3CCC4(C)C(NC(=O)OCC(F)(F)F)CCC4C3CCC12. Drug 2: CCC1(O)C(=O)OCc2c1cc1n(c2=O)Cc2cc3c(CN(C)C)c(O)ccc3nc2-1. Cell line: NCIH23. Synergy scores: synergy=11.6. (4) Drug 1: CN(C)C(=N)N=C(N)N. Drug 2: CC(C)CC(NC(=O)C(Cc1ccccc1)NC(=O)c1cnccn1)B(O)O. Cell line: RKO. Synergy scores: synergy=-19.7. (5) Drug 1: O=P1(N(CCCl)CCCl)NCCCO1. Drug 2: CNC(=O)c1cc(Oc2ccc(NC(=O)Nc3ccc(Cl)c(C(F)(F)F)c3)cc2)ccn1. Cell line: ZR751. Synergy scores: synergy=-15.3. (6) Drug 1: CCN(CC)CCNC(=O)c1c(C)[nH]c(C=C2C(=O)Nc3ccc(F)cc32)c1C. Drug 2: CCc1cnn2c(NCc3ccc[n+]([O-])c3)cc(N3CCCCC3CCO)nc12. Cell line: COLO320DM. Synergy scores: synergy=11.0. (7) Drug 1: CCC1=CC2CN(C1)Cc1c([nH]c3ccccc13)C(C(=O)OC)(c1cc3c(cc1OC)N(C)C1C(O)(C(=O)OC)C(OC(C)=O)C4(CC)C=CCN5CCC31C54)C2. Drug 2: Cn1cc(-c2cnn3c(N)c(Br)c(C4CCCNC4)nc23)cn1. Cell line: HT144. Synergy scores: synergy=6.49. (8) Drug 1: N#Cc1ccc(Cn2cncc2CN2CCN(c3cccc(Cl)c3)C(=O)C2)cc1. Drug 2: CS(=O)(=O)CCNCc1ccc(-c2ccc3ncnc(Nc4ccc(OCc5cccc(F)c5)c(Cl)c4)c3c2)o1. Cell line: NCIH460. Synergy scores: synergy=6.03. (9) Drug 1: COc1cc(C2c3cc4c(cc3C(OC3OC5COC(C)OC5C(O)C3O)C3COC(=O)C23)OCO4)cc(OC)c1O. Drug 2: CCN(CC)CCNC(=O)c1c(C)[nH]c(C=C2C(=O)Nc3ccc(F)cc32)c1C. Cell line: RPMI7951. Synergy scores: synergy=-13.3. (10) Drug 1: CN1C(=O)C=CC2(C)C3CCC4(C)C(NC(=O)OCC(F)(F)F)CCC4C3CCC12. Drug 2: O=P1(N(CCCl)CCCl)NCCCO1. Cell line: OCUBM. Synergy scores: synergy=27.8.